This data is from Reaction yield outcomes from USPTO patents with 853,638 reactions. The task is: Predict the reaction yield, written as a fraction of the theoretical maximum amount of product (1.0 means a 100% yield; for example, 0.34 means a 34% yield). (1) The reactants are [CH2:1]([S:3][C:4]1[C:5]2[N:6]([CH:13]=[C:14]([C:16]3[NH:20][N:19]=[N:18][N:17]=3)[CH:15]=2)[N:7]=[CH:8][C:9]=1[C:10]([NH2:12])=[O:11])[CH3:2].[C:21]([O-])([O-])=O.[K+].[K+].CI.CCOC(C)=O. The catalyst is CN1C(=O)CCC1. The product is [CH2:1]([S:3][C:4]1[C:5]2[N:6]([CH:13]=[C:14]([C:16]3[N:17]=[N:18][N:19]([CH3:21])[N:20]=3)[CH:15]=2)[N:7]=[CH:8][C:9]=1[C:10]([NH2:12])=[O:11])[CH3:2]. The yield is 0.350. (2) The reactants are [NH2:1][C:2]1[C:11]2[C:6](=[C:7](Br)[CH:8]=[CH:9][CH:10]=2)[N:5]=[N:4][C:3]=1[C:13]([NH:15][CH2:16][CH2:17][CH3:18])=[O:14].[Cl:19][C:20]1[CH:21]=[C:22](B(O)O)[CH:23]=[N:24][C:25]=1[O:26][CH3:27]. No catalyst specified. The product is [NH2:1][C:2]1[C:11]2[C:6](=[C:7]([C:22]3[CH:23]=[N:24][C:25]([O:26][CH3:27])=[C:20]([Cl:19])[CH:21]=3)[CH:8]=[CH:9][CH:10]=2)[N:5]=[N:4][C:3]=1[C:13]([NH:15][CH2:16][CH2:17][CH3:18])=[O:14]. The yield is 0.420. (3) The reactants are I.[NH2:2][C:3]1[C:4]([C:11]([NH:13][C:14](=[NH:17])SC)=[O:12])=[N:5][C:6]([Cl:10])=[C:7]([NH2:9])[N:8]=1.[CH3:18][O:19][C:20]1[CH:25]=[C:24]([O:26][CH3:27])[CH:23]=[CH:22][C:21]=1[CH2:28][CH2:29][CH2:30][CH2:31][NH2:32]. The catalyst is C1COCC1. The product is [ClH:10].[CH3:18][O:19][C:20]1[CH:25]=[C:24]([O:26][CH3:27])[CH:23]=[CH:22][C:21]=1[CH2:28][CH2:29][CH2:30][CH2:31][NH:32][C:14]([NH:13][C:11]([C:4]1[C:3]([NH2:2])=[N:8][C:7]([NH2:9])=[C:6]([Cl:10])[N:5]=1)=[O:12])=[NH:17]. The yield is 0.900. (4) The reactants are [CH:1]([S:4]([C:7]1[CH:12]=[CH:11][C:10]([C:13]2[N:14]=[C:15]3[C:21]([NH2:22])=[CH:20][N:19]([C:23]([C:36]4[CH:41]=[CH:40][CH:39]=[CH:38][CH:37]=4)([C:30]4[CH:35]=[CH:34][CH:33]=[CH:32][CH:31]=4)[C:24]4[CH:29]=[CH:28][CH:27]=[CH:26][CH:25]=4)[C:16]3=[N:17][CH:18]=2)=[CH:9][CH:8]=1)(=[O:6])=[O:5])([CH3:3])[CH3:2].C[Al](C)C.CCCCCCC.[Si:53]([O:60][CH2:61][CH2:62][CH:63]1[C:71]2[C:66](=[CH:67][CH:68]=[CH:69][CH:70]=2)[C:65](=O)[O:64]1)([C:56]([CH3:59])([CH3:58])[CH3:57])([CH3:55])[CH3:54].C1C=CC(P(C2C=CC=CC=2)C2C=CC=CC=2)=CC=1.CCOC(/N=N/C(OCC)=O)=O. The catalyst is C1(C)C=CC=CC=1.C(Cl)Cl.O. The product is [Si:53]([O:60][CH2:61][CH2:62][CH:63]1[C:71]2[C:66](=[CH:67][CH:68]=[CH:69][CH:70]=2)[C:65](=[O:64])[N:22]1[C:21]1[C:15]2[C:16](=[N:17][CH:18]=[C:13]([C:10]3[CH:9]=[CH:8][C:7]([S:4]([CH:1]([CH3:3])[CH3:2])(=[O:6])=[O:5])=[CH:12][CH:11]=3)[N:14]=2)[N:19]([C:23]([C:36]2[CH:41]=[CH:40][CH:39]=[CH:38][CH:37]=2)([C:30]2[CH:31]=[CH:32][CH:33]=[CH:34][CH:35]=2)[C:24]2[CH:29]=[CH:28][CH:27]=[CH:26][CH:25]=2)[CH:20]=1)([C:56]([CH3:59])([CH3:58])[CH3:57])([CH3:55])[CH3:54]. The yield is 0.660. (5) The reactants are [C:1]([O:5][C:6]([NH:8][CH:9]([C:13]([F:16])([F:15])[F:14])[C:10](O)=[O:11])=[O:7])([CH3:4])([CH3:3])[CH3:2].CN1CCOCC1.ClC(OCC)=O.[BH4-].[Na+]. The catalyst is C1COCC1.O. The product is [F:14][C:13]([F:15])([F:16])[CH:9]([NH:8][C:6](=[O:7])[O:5][C:1]([CH3:2])([CH3:4])[CH3:3])[CH2:10][OH:11]. The yield is 0.860.